The task is: Predict the product of the given reaction.. This data is from Forward reaction prediction with 1.9M reactions from USPTO patents (1976-2016). (1) Given the reactants [Br:1][C:2](=[CH2:5])[CH:3]=O.BrBr.[NH2:8][C:9]1[CH:17]=[CH:16][CH:15]=[C:14]([O:18]C)[C:10]=1[C:11]([OH:13])=[O:12], predict the reaction product. The product is: [Br:1][C:2]1[CH:3]=[N:8][C:9]2[C:17]([CH:5]=1)=[CH:16][CH:15]=[C:14]([OH:18])[C:10]=2[C:11]([OH:13])=[O:12]. (2) Given the reactants [Br:1][C:2]1[CH:3]=[CH:4][C:5](F)=[N:6][CH:7]=1.[NH:9]1[CH2:13][CH2:12][CH:11]([NH:14][C:15](=[O:21])[O:16][C:17]([CH3:20])([CH3:19])[CH3:18])[CH2:10]1.C(=O)([O-])[O-].[K+].[K+].C(OCC)(=O)C, predict the reaction product. The product is: [Br:1][C:2]1[CH:3]=[CH:4][C:5]([N:9]2[CH2:13][CH2:12][CH:11]([NH:14][C:15](=[O:21])[O:16][C:17]([CH3:19])([CH3:18])[CH3:20])[CH2:10]2)=[N:6][CH:7]=1. (3) Given the reactants FC(F)(F)S(O[C:7]1[C:15]2[C:10](=[CH:11][N:12]=[CH:13][CH:14]=2)[O:9][C:8]=1[C:16]1[N:21]=[CH:20][C:19]([N:22]2[CH2:27][CH2:26][N:25]([CH3:28])[CH2:24][CH2:23]2)=[CH:18][N:17]=1)(=O)=O.[NH2:31][C:32]1[CH:33]=[N:34][C:35]2[C:40]([CH:41]=1)=[CH:39][CH:38]=[CH:37][CH:36]=2, predict the reaction product. The product is: [CH3:28][N:25]1[CH2:26][CH2:27][N:22]([C:19]2[CH:18]=[N:17][C:16]([C:8]3[O:9][C:10]4=[CH:11][N:12]=[CH:13][CH:14]=[C:15]4[C:7]=3[NH:31][C:32]3[CH:33]=[N:34][C:35]4[C:40]([CH:41]=3)=[CH:39][CH:38]=[CH:37][CH:36]=4)=[N:21][CH:20]=2)[CH2:23][CH2:24]1. (4) The product is: [CH3:11][C:4]([CH3:12])([CH2:5][CH2:6][CH2:7][CH:8]([CH3:9])[CH3:10])[CH2:3][OH:2]. Given the reactants C[O:2][C:3](=O)[C:4]([CH3:12])([CH3:11])[CH2:5][CH2:6][CH2:7][CH:8]([CH3:10])[CH3:9].CC(C[AlH]CC(C)C)C, predict the reaction product. (5) Given the reactants [CH3:1][C:2]1[NH:7][CH:6]=[C:5]([C:8](O)=[O:9])[C:4](=[O:11])[C:3]=1[C:12]1[CH:17]=[CH:16][CH:15]=[C:14]([C:18]([F:21])([F:20])[F:19])[CH:13]=1.CN(C(ON1N=NC2C=CC=CC1=2)=[N+](C)C)C.F[P-](F)(F)(F)(F)F.CCN(C(C)C)C(C)C.[CH3:55][S:56]([C:59]1[CH:60]=[CH:61][C:62]([CH2:65][NH2:66])=[N:63][CH:64]=1)(=[O:58])=[O:57], predict the reaction product. The product is: [CH3:55][S:56]([C:59]1[CH:60]=[CH:61][C:62]([CH2:65][NH:66][C:8]([C:5]2[C:4](=[O:11])[C:3]([C:12]3[CH:17]=[CH:16][CH:15]=[C:14]([C:18]([F:20])([F:19])[F:21])[CH:13]=3)=[C:2]([CH3:1])[NH:7][CH:6]=2)=[O:9])=[N:63][CH:64]=1)(=[O:58])=[O:57].